This data is from Reaction yield outcomes from USPTO patents with 853,638 reactions. The task is: Predict the reaction yield, written as a fraction of the theoretical maximum amount of product (1.0 means a 100% yield; for example, 0.34 means a 34% yield). The reactants are Cl.C[O:3][C:4]1[CH:17]=[CH:16][C:7]([C:8]([CH:10]2[CH2:15][CH2:14][NH:13][CH2:12][CH2:11]2)=[O:9])=[CH:6][CH:5]=1.C(O)(=O)C. The catalyst is Br.C([O-])(O)=O.[Na+]. The product is [OH:3][C:4]1[CH:5]=[CH:6][C:7]([C:8]([CH:10]2[CH2:15][CH2:14][NH:13][CH2:12][CH2:11]2)=[O:9])=[CH:16][CH:17]=1. The yield is 0.730.